Dataset: Reaction yield outcomes from USPTO patents with 853,638 reactions. Task: Predict the reaction yield, written as a fraction of the theoretical maximum amount of product (1.0 means a 100% yield; for example, 0.34 means a 34% yield). (1) The reactants are [ClH:1].Cl.[O:3]1[CH:7]=[N:6][CH:5]([C:8]([NH2:11])([CH3:10])[CH3:9])[NH:4]1.CC(S(NC(C1N=CON1)(C)C)=O)(C)C. The catalyst is CO. The product is [ClH:1].[O:3]1[CH:7]=[N:6][CH:5]([C:8]([NH2:11])([CH3:10])[CH3:9])[NH:4]1. The yield is 0.780. (2) The catalyst is O1CCCC1.C(OCC)(=O)C. The product is [OH:52][CH:51]([C:49]1[N:48]=[CH:47][N:46]([S:43]([C:37]2[CH:38]=[CH:39][CH:40]=[CH:41][CH:42]=2)(=[O:45])=[O:44])[CH:50]=1)[C:2]1[CH:3]=[C:4]2[C:9](=[CH:10][CH:11]=1)[CH:8]=[C:7]([C:12]([NH:14][CH3:15])=[O:13])[CH:6]=[CH:5]2. The reactants are Br[C:2]1[CH:3]=[C:4]2[C:9](=[CH:10][CH:11]=1)[CH:8]=[C:7]([C:12]([NH:14][CH3:15])=[O:13])[CH:6]=[CH:5]2.O1CCCC1.C([Mg]Cl)(C)C.CCCCCC.C([Li])CCC.[C:37]1([S:43]([N:46]2[CH:50]=[C:49]([CH:51]=[O:52])[N:48]=[CH:47]2)(=[O:45])=[O:44])[CH:42]=[CH:41][CH:40]=[CH:39][CH:38]=1.[Cl-].[NH4+]. The yield is 0.580.